From a dataset of Full USPTO retrosynthesis dataset with 1.9M reactions from patents (1976-2016). Predict the reactants needed to synthesize the given product. (1) Given the product [F:32][C:2]([F:1])([F:33])[C:3]1[CH:4]=[C:5]([NH:13][C:14](=[O:31])[CH2:15][N:16]2[C:21](=[O:22])[C:20]3[C:23]([CH3:30])=[C:24]([C:26]([OH:28])=[O:27])[S:25][C:19]=3[N:18]=[CH:17]2)[CH:6]=[C:7]([C:9]([F:11])([F:12])[F:10])[CH:8]=1, predict the reactants needed to synthesize it. The reactants are: [F:1][C:2]([F:33])([F:32])[C:3]1[CH:4]=[C:5]([NH:13][C:14](=[O:31])[CH2:15][N:16]2[C:21](=[O:22])[C:20]3[C:23]([CH3:30])=[C:24]([C:26]([O:28]C)=[O:27])[S:25][C:19]=3[N:18]=[CH:17]2)[CH:6]=[C:7]([C:9]([F:12])([F:11])[F:10])[CH:8]=1.O.O.[OH-].[Li+]. (2) Given the product [Cl:24][C:21]1[CH:20]=[CH:19][C:18]([C:10]2[C:9]([C:25]3[CH:30]=[CH:29][C:28]([Cl:31])=[CH:27][C:26]=3[Cl:32])=[N:8][C:7]3[N:6]([CH3:33])[C:5](=[O:34])[C:4]4[C:1]([CH3:2])([CH3:35])[O:3][C:15]([CH3:16])=[N:14][C:13]=4[C:12]=3[CH:11]=2)=[CH:23][CH:22]=1, predict the reactants needed to synthesize it. The reactants are: [C:1]([C:4]1[C:5](=[O:34])[N:6]([CH3:33])[C:7]2[C:12]([C:13]=1[NH:14][C:15](=O)[CH3:16])=[CH:11][C:10]([C:18]1[CH:23]=[CH:22][C:21]([Cl:24])=[CH:20][CH:19]=1)=[C:9]([C:25]1[CH:30]=[CH:29][C:28]([Cl:31])=[CH:27][C:26]=1[Cl:32])[N:8]=2)(=[O:3])[CH3:2].[CH3:35][Mg+].[Br-]. (3) Given the product [CH2:14]([N:13]([CH3:12])[CH2:2][CH2:3][O:4][C:5]1[CH:10]=[CH:9][C:8]([OH:11])=[CH:7][CH:6]=1)[C:15]1[CH:20]=[CH:19][CH:18]=[CH:17][CH:16]=1, predict the reactants needed to synthesize it. The reactants are: Br[CH2:2][CH2:3][O:4][C:5]1[CH:10]=[CH:9][C:8]([OH:11])=[CH:7][CH:6]=1.[CH3:12][NH:13][CH2:14][C:15]1[CH:20]=[CH:19][CH:18]=[CH:17][CH:16]=1.C(N(C(C)C)CC)(C)C. (4) Given the product [F:1][C:2]([F:7])([F:6])[C:3]([OH:5])=[O:4].[CH2:36]([NH:35][CH2:34][C:32]1[CH:33]=[C:28]([C:25]2[CH:26]=[C:27]3[C:22](=[C:23]([C:38]([NH2:40])=[O:39])[CH:24]=2)[NH:21][CH:20]=[C:19]3[CH:16]2[CH2:17][CH2:18][N:13]([S:10]([CH2:8][CH3:9])(=[O:11])=[O:12])[CH2:14][CH2:15]2)[CH:29]=[C:30]([F:37])[CH:31]=1)[CH3:41], predict the reactants needed to synthesize it. The reactants are: [F:1][C:2]([F:7])([F:6])[C:3]([OH:5])=[O:4].[CH2:8]([S:10]([N:13]1[CH2:18][CH2:17][CH:16]([C:19]2[C:27]3[C:22](=[C:23]([C:38]([NH2:40])=[O:39])[CH:24]=[C:25]([C:28]4[CH:33]=[C:32]([CH2:34][NH:35][CH3:36])[CH:31]=[C:30]([F:37])[CH:29]=4)[CH:26]=3)[NH:21][CH:20]=2)[CH2:15][CH2:14]1)(=[O:12])=[O:11])[CH3:9].[CH2:41]1COCC1.CN.